From a dataset of NCI-60 drug combinations with 297,098 pairs across 59 cell lines. Regression. Given two drug SMILES strings and cell line genomic features, predict the synergy score measuring deviation from expected non-interaction effect. (1) Drug 1: CC12CCC3C(C1CCC2=O)CC(=C)C4=CC(=O)C=CC34C. Drug 2: CN(C(=O)NC(C=O)C(C(C(CO)O)O)O)N=O. Cell line: MALME-3M. Synergy scores: CSS=43.9, Synergy_ZIP=1.78, Synergy_Bliss=-0.456, Synergy_Loewe=-0.198, Synergy_HSA=-0.689. (2) Cell line: BT-549. Synergy scores: CSS=22.3, Synergy_ZIP=1.74, Synergy_Bliss=3.33, Synergy_Loewe=-0.0899, Synergy_HSA=1.46. Drug 2: COC1=C(C=C2C(=C1)N=CN=C2NC3=CC(=C(C=C3)F)Cl)OCCCN4CCOCC4. Drug 1: CN1CCC(CC1)COC2=C(C=C3C(=C2)N=CN=C3NC4=C(C=C(C=C4)Br)F)OC. (3) Synergy scores: CSS=4.26, Synergy_ZIP=-1.25, Synergy_Bliss=-0.444, Synergy_Loewe=-0.987, Synergy_HSA=-0.969. Cell line: MCF7. Drug 2: CC(C)NC(=O)C1=CC=C(C=C1)CNNC.Cl. Drug 1: C(CC(=O)O)C(=O)CN.Cl. (4) Drug 1: CC1=C(C=C(C=C1)NC(=O)C2=CC=C(C=C2)CN3CCN(CC3)C)NC4=NC=CC(=N4)C5=CN=CC=C5. Drug 2: CCN(CC)CCCC(C)NC1=C2C=C(C=CC2=NC3=C1C=CC(=C3)Cl)OC. Cell line: SW-620. Synergy scores: CSS=36.3, Synergy_ZIP=3.45, Synergy_Bliss=-0.0584, Synergy_Loewe=-35.1, Synergy_HSA=-7.32. (5) Synergy scores: CSS=14.9, Synergy_ZIP=-4.14, Synergy_Bliss=-0.582, Synergy_Loewe=-0.316, Synergy_HSA=1.12. Drug 2: C1=CC(=CC=C1CCC2=CNC3=C2C(=O)NC(=N3)N)C(=O)NC(CCC(=O)O)C(=O)O. Drug 1: CC(C1=C(C=CC(=C1Cl)F)Cl)OC2=C(N=CC(=C2)C3=CN(N=C3)C4CCNCC4)N. Cell line: HOP-92. (6) Drug 1: C1=CC(=C2C(=C1NCCNCCO)C(=O)C3=C(C=CC(=C3C2=O)O)O)NCCNCCO. Drug 2: CCCCCOC(=O)NC1=NC(=O)N(C=C1F)C2C(C(C(O2)C)O)O. Cell line: OVCAR-8. Synergy scores: CSS=41.2, Synergy_ZIP=3.26, Synergy_Bliss=2.02, Synergy_Loewe=-36.6, Synergy_HSA=1.84.